Dataset: Full USPTO retrosynthesis dataset with 1.9M reactions from patents (1976-2016). Task: Predict the reactants needed to synthesize the given product. (1) Given the product [CH3:17][S:18]([O:9][CH2:8][C:7]1[C:2]([F:1])=[N:3][CH:4]=[CH:5][CH:6]=1)(=[O:20])=[O:19], predict the reactants needed to synthesize it. The reactants are: [F:1][C:2]1[C:7]([CH2:8][OH:9])=[CH:6][CH:5]=[CH:4][N:3]=1.C(N(CC)CC)C.[CH3:17][S:18](Cl)(=[O:20])=[O:19].O. (2) Given the product [C:1]12([NH:11][CH2:20][C:18]3[NH:17][C:16]4[S:12][CH:13]=[CH:14][C:15]=4[CH:19]=3)[CH2:8][CH:7]3[CH2:6][CH:5]([CH2:4][CH:3]([CH2:9]3)[CH2:2]1)[CH2:10]2, predict the reactants needed to synthesize it. The reactants are: [C:1]12([NH2:11])[CH2:10][CH:5]3[CH2:6][CH:7]([CH2:9][CH:3]([CH2:4]3)[CH2:2]1)[CH2:8]2.[S:12]1[C:16]2[NH:17][C:18]([C:20](O)=O)=[CH:19][C:15]=2[CH:14]=[CH:13]1. (3) Given the product [ClH:55].[ClH:55].[CH2:1]([N:5]([CH2:7][C:8]1[CH:9]=[C:10]([CH:15]=[C:16]([CH3:18])[CH:17]=1)[C:11]([NH:57][C@@H:58]([CH2:73][C:74]1[CH:75]=[C:76]([F:81])[CH:77]=[C:78]([F:80])[CH:79]=1)[C@H:59]([OH:72])[CH2:60][NH:61][CH2:62][C:63]1[CH:68]=[CH:67][CH:66]=[C:65]([CH:69]([CH3:71])[CH3:70])[CH:64]=1)=[O:13])[CH3:6])[CH2:2][CH2:3][CH3:4], predict the reactants needed to synthesize it. The reactants are: [CH2:1]([N:5]([CH2:7][C:8]1[CH:9]=[C:10]([CH:15]=[C:16]([CH3:18])[CH:17]=1)[C:11]([O:13]C)=O)[CH3:6])[CH2:2][CH2:3][CH3:4].O.[OH-].[Li+].C(N(C(C)C)CC)(C)C.CN(C(ON1N=NC2C=CC=NC1=2)=[N+](C)C)C.F[P-](F)(F)(F)(F)F.[ClH:55].Cl.[NH2:57][C@@H:58]([CH2:73][C:74]1[CH:79]=[C:78]([F:80])[CH:77]=[C:76]([F:81])[CH:75]=1)[C@H:59]([OH:72])[CH2:60][NH:61][CH2:62][C:63]1[CH:68]=[CH:67][CH:66]=[C:65]([CH:69]([CH3:71])[CH3:70])[CH:64]=1. (4) Given the product [CH2:16]([O:15][CH2:14][CH:13]([N:6]1[CH2:5][C:4]2[C:8](=[C:9]([CH3:11])[CH:10]=[C:2]([C:21]3[CH:20]=[N:19][CH:24]=[CH:23][CH:22]=3)[CH:3]=2)[C:7]1=[O:12])[CH3:18])[CH3:17], predict the reactants needed to synthesize it. The reactants are: Br[C:2]1[CH:3]=[C:4]2[C:8](=[C:9]([CH3:11])[CH:10]=1)[C:7](=[O:12])[N:6]([CH:13]([CH3:18])[CH2:14][O:15][CH2:16][CH3:17])[CH2:5]2.[N:19]1[CH:24]=[CH:23][CH:22]=[C:21](B(O)O)[CH:20]=1.C(=O)([O-])[O-].[Cs+].[Cs+]. (5) Given the product [C:24]([NH:28][C:6]1[N:5]2[N:15]=[C:16]([C:18]3[CH:23]=[CH:22][CH:21]=[CH:20][N:19]=3)[N:17]=[C:4]2[N:3]=[C:2]([Cl:1])[C:7]=1[C:8]1[CH:13]=[CH:12][CH:11]=[CH:10][CH:9]=1)([CH3:27])([CH3:26])[CH3:25], predict the reactants needed to synthesize it. The reactants are: [Cl:1][C:2]1[C:7]([C:8]2[CH:13]=[CH:12][CH:11]=[CH:10][CH:9]=2)=[C:6](Cl)[N:5]2[N:15]=[C:16]([C:18]3[CH:23]=[CH:22][CH:21]=[CH:20][N:19]=3)[N:17]=[C:4]2[N:3]=1.[C:24]([NH2:28])([CH3:27])([CH3:26])[CH3:25].